Dataset: NCI-60 drug combinations with 297,098 pairs across 59 cell lines. Task: Regression. Given two drug SMILES strings and cell line genomic features, predict the synergy score measuring deviation from expected non-interaction effect. (1) Drug 1: C1=C(C(=O)NC(=O)N1)N(CCCl)CCCl. Drug 2: C1CC(C1)(C(=O)O)C(=O)O.[NH2-].[NH2-].[Pt+2]. Cell line: PC-3. Synergy scores: CSS=23.7, Synergy_ZIP=-5.76, Synergy_Bliss=-2.05, Synergy_Loewe=-0.00650, Synergy_HSA=2.36. (2) Cell line: HOP-62. Drug 1: CC1C(C(CC(O1)OC2CC(CC3=C2C(=C4C(=C3O)C(=O)C5=C(C4=O)C(=CC=C5)OC)O)(C(=O)C)O)N)O.Cl. Drug 2: C1C(C(OC1N2C=NC(=NC2=O)N)CO)O. Synergy scores: CSS=37.6, Synergy_ZIP=7.26, Synergy_Bliss=9.58, Synergy_Loewe=4.97, Synergy_HSA=8.24. (3) Drug 1: CCC(=C(C1=CC=CC=C1)C2=CC=C(C=C2)OCCN(C)C)C3=CC=CC=C3.C(C(=O)O)C(CC(=O)O)(C(=O)O)O. Drug 2: C1CC(=O)NC(=O)C1N2C(=O)C3=CC=CC=C3C2=O. Cell line: OVCAR-5. Synergy scores: CSS=10.4, Synergy_ZIP=-2.84, Synergy_Bliss=-0.450, Synergy_Loewe=-3.22, Synergy_HSA=-1.29. (4) Drug 1: CC(CN1CC(=O)NC(=O)C1)N2CC(=O)NC(=O)C2. Drug 2: CN(C(=O)NC(C=O)C(C(C(CO)O)O)O)N=O. Cell line: U251. Synergy scores: CSS=34.6, Synergy_ZIP=-2.21, Synergy_Bliss=7.56, Synergy_Loewe=-5.31, Synergy_HSA=7.39. (5) Synergy scores: CSS=39.9, Synergy_ZIP=-5.32, Synergy_Bliss=-4.13, Synergy_Loewe=-1.64, Synergy_HSA=-0.0394. Drug 1: C1C(C(OC1N2C=C(C(=O)NC2=O)F)CO)O. Cell line: BT-549. Drug 2: CC1C(C(CC(O1)OC2CC(CC3=C2C(=C4C(=C3O)C(=O)C5=C(C4=O)C(=CC=C5)OC)O)(C(=O)CO)O)N)O.Cl. (6) Drug 1: CS(=O)(=O)C1=CC(=C(C=C1)C(=O)NC2=CC(=C(C=C2)Cl)C3=CC=CC=N3)Cl. Drug 2: CN(CC1=CN=C2C(=N1)C(=NC(=N2)N)N)C3=CC=C(C=C3)C(=O)NC(CCC(=O)O)C(=O)O. Cell line: RXF 393. Synergy scores: CSS=15.9, Synergy_ZIP=-2.24, Synergy_Bliss=-1.19, Synergy_Loewe=-0.00245, Synergy_HSA=1.17. (7) Drug 1: CCCS(=O)(=O)NC1=C(C(=C(C=C1)F)C(=O)C2=CNC3=C2C=C(C=N3)C4=CC=C(C=C4)Cl)F. Drug 2: CN(C)C1=NC(=NC(=N1)N(C)C)N(C)C. Cell line: NCIH23. Synergy scores: CSS=-2.49, Synergy_ZIP=2.01, Synergy_Bliss=-0.482, Synergy_Loewe=-4.57, Synergy_HSA=-4.40. (8) Drug 1: CC(C1=C(C=CC(=C1Cl)F)Cl)OC2=C(N=CC(=C2)C3=CN(N=C3)C4CCNCC4)N. Drug 2: CC1=C(C(=CC=C1)Cl)NC(=O)C2=CN=C(S2)NC3=CC(=NC(=N3)C)N4CCN(CC4)CCO. Cell line: M14. Synergy scores: CSS=-10.6, Synergy_ZIP=1.22, Synergy_Bliss=-8.41, Synergy_Loewe=-12.7, Synergy_HSA=-11.9. (9) Drug 1: C1CCC(CC1)NC(=O)N(CCCl)N=O. Drug 2: CC12CCC3C(C1CCC2O)C(CC4=C3C=CC(=C4)O)CCCCCCCCCS(=O)CCCC(C(F)(F)F)(F)F. Cell line: OVCAR3. Synergy scores: CSS=-2.73, Synergy_ZIP=-3.79, Synergy_Bliss=-7.46, Synergy_Loewe=-10.2, Synergy_HSA=-9.60. (10) Drug 1: CCC1=C2CN3C(=CC4=C(C3=O)COC(=O)C4(CC)O)C2=NC5=C1C=C(C=C5)O. Drug 2: CC1=C(N=C(N=C1N)C(CC(=O)N)NCC(C(=O)N)N)C(=O)NC(C(C2=CN=CN2)OC3C(C(C(C(O3)CO)O)O)OC4C(C(C(C(O4)CO)O)OC(=O)N)O)C(=O)NC(C)C(C(C)C(=O)NC(C(C)O)C(=O)NCCC5=NC(=CS5)C6=NC(=CS6)C(=O)NCCC[S+](C)C)O. Cell line: SW-620. Synergy scores: CSS=31.4, Synergy_ZIP=-10.5, Synergy_Bliss=0.190, Synergy_Loewe=-11.4, Synergy_HSA=2.47.